From a dataset of Catalyst prediction with 721,799 reactions and 888 catalyst types from USPTO. Predict which catalyst facilitates the given reaction. (1) Reactant: [N:1]1[CH:6]=[CH:5][C:4]([C:7]2[CH:12]=[CH:11][C:10]([CH2:13][C:14]([OH:16])=O)=[CH:9][CH:8]=2)=[CH:3][CH:2]=1.[CH3:17][O:18][C:19]1[CH:28]=[CH:27][C:22]2[N:23]=[C:24]([NH2:26])[S:25][C:21]=2[CH:20]=1.CCN(C(C)C)C(C)C.CN(C(ON1N=NC2C=CC=NC1=2)=[N+](C)C)C.F[P-](F)(F)(F)(F)F. Product: [CH3:17][O:18][C:19]1[CH:28]=[CH:27][C:22]2[N:23]=[C:24]([NH:26][C:14](=[O:16])[CH2:13][C:10]3[CH:9]=[CH:8][C:7]([C:4]4[CH:3]=[CH:2][N:1]=[CH:6][CH:5]=4)=[CH:12][CH:11]=3)[S:25][C:21]=2[CH:20]=1. The catalyst class is: 3. (2) Reactant: [CH3:1][C:2]1[C:6]([C:7]2[CH:8]=[C:9]3[C:15]([CH:16]([C:18]4[CH:19]=[N:20][CH:21]=[CH:22][CH:23]=4)[OH:17])=[CH:14][NH:13][C:10]3=[N:11][CH:12]=2)=[C:5]([CH3:24])[O:4][N:3]=1.CC(OI1(OC(C)=O)(OC(C)=O)OC(=O)C2C=CC=CC1=2)=O. Product: [CH3:1][C:2]1[C:6]([C:7]2[CH:8]=[C:9]3[C:15]([C:16]([C:18]4[CH:19]=[N:20][CH:21]=[CH:22][CH:23]=4)=[O:17])=[CH:14][NH:13][C:10]3=[N:11][CH:12]=2)=[C:5]([CH3:24])[O:4][N:3]=1. The catalyst class is: 4. (3) Reactant: [C:1]1([N:7]([C:16]2[CH:21]=[CH:20][CH:19]=[CH:18][CH:17]=2)[C:8]2[CH:15]=[CH:14][C:11]([CH2:12]O)=[CH:10][CH:9]=2)[CH:6]=[CH:5][CH:4]=[CH:3][CH:2]=1.[C:22]([O:26][C:27](=[O:54])[CH2:28][N:29]([C:47]([O:49][C:50]([CH3:53])([CH3:52])[CH3:51])=[O:48])[C:30]1[CH:35]=[CH:34][CH:33]=[C:32]([CH2:36][NH:37][S:38]([C:41]2[CH:42]=[N:43][CH:44]=[CH:45][CH:46]=2)(=[O:40])=[O:39])[N:31]=1)([CH3:25])([CH3:24])[CH3:23].C(P(CCCC)CCCC)CCC.CN(C)C(N=NC(N(C)C)=O)=O. Product: [C:22]([O:26][C:27](=[O:54])[CH2:28][N:29]([C:47]([O:49][C:50]([CH3:53])([CH3:52])[CH3:51])=[O:48])[C:30]1[CH:35]=[CH:34][CH:33]=[C:32]([CH:36]([CH2:12][C:11]2[CH:10]=[CH:9][C:8]([N:7]([C:16]3[CH:21]=[CH:20][CH:19]=[CH:18][CH:17]=3)[C:1]3[CH:6]=[CH:5][CH:4]=[CH:3][CH:2]=3)=[CH:15][CH:14]=2)[NH:37][S:38]([C:41]2[CH:42]=[N:43][CH:44]=[CH:45][CH:46]=2)(=[O:39])=[O:40])[N:31]=1)([CH3:25])([CH3:24])[CH3:23]. The catalyst class is: 132. (4) Reactant: [C:1]([C:3]1[CH:8]=[CH:7][C:6]([N:9]2[C@@H:13]([C:14]([OH:16])=[O:15])[CH2:12][N:11]([CH3:17])[C:10]2=[O:18])=[CH:5][C:4]=1[C:19]([F:22])([F:21])[F:20])#[N:2].[N+](=[CH2:25])=[N-].[Na+].[Cl-]. Product: [C:1]([C:3]1[CH:8]=[CH:7][C:6]([N:9]2[C@@H:13]([C:14]([O:16][CH3:25])=[O:15])[CH2:12][N:11]([CH3:17])[C:10]2=[O:18])=[CH:5][C:4]=1[C:19]([F:21])([F:22])[F:20])#[N:2]. The catalyst class is: 1. (5) Reactant: [F:1][C:2]1[CH:7]=[CH:6][C:5]([C:8]2[C:9]([C:22](OCC)=[O:23])=[C:10]3[N:14]([C:15]=2[C:16]2[CH:21]=[CH:20][N:19]=[CH:18][CH:17]=2)[CH2:13][CH2:12][CH2:11]3)=[CH:4][CH:3]=1. Product: [F:1][C:2]1[CH:3]=[CH:4][C:5]([C:8]2[C:9]([CH2:22][OH:23])=[C:10]3[N:14]([C:15]=2[C:16]2[CH:17]=[CH:18][N:19]=[CH:20][CH:21]=2)[CH2:13][CH2:12][CH2:11]3)=[CH:6][CH:7]=1. The catalyst class is: 1. (6) Reactant: C(OC(=O)[N:7]([CH2:20][C:21]1[CH:26]=[CH:25][CH:24]=[C:23]([CH3:27])[N:22]=1)[C:8]1[N:13]=[C:12]([N:14]2[CH2:19][CH2:18][NH:17][CH2:16][CH2:15]2)[CH:11]=[N:10][CH:9]=1)(C)(C)C.FC(F)(F)C(O)=O. Product: [CH3:27][C:23]1[N:22]=[C:21]([CH2:20][NH:7][C:8]2[N:13]=[C:12]([N:14]3[CH2:15][CH2:16][NH:17][CH2:18][CH2:19]3)[CH:11]=[N:10][CH:9]=2)[CH:26]=[CH:25][CH:24]=1. The catalyst class is: 2. (7) Reactant: [Cl:1][C:2]1[C:10]2[N:9]=[C:8]3[N:11]([C:15]4[CH:20]=[CH:19][C:18]([Cl:21])=[CH:17][C:16]=4[Cl:22])[CH2:12][CH2:13][CH2:14][N:7]3[C:6]=2[C:5]([CH:23]([NH2:26])[CH2:24][CH3:25])=[CH:4][CH:3]=1.C(N(CC)CC)C.Cl[C:35]([O:37][CH3:38])=[O:36].O. Product: [Cl:1][C:2]1[C:10]2[N:9]=[C:8]3[N:11]([C:15]4[CH:20]=[CH:19][C:18]([Cl:21])=[CH:17][C:16]=4[Cl:22])[CH2:12][CH2:13][CH2:14][N:7]3[C:6]=2[C:5]([CH:23]([NH:26][C:35](=[O:36])[O:37][CH3:38])[CH2:24][CH3:25])=[CH:4][CH:3]=1. The catalyst class is: 7. (8) Reactant: [CH2:1]([O:3][CH:4]([O:14][CH2:15][CH3:16])[CH2:5][NH:6][C:7]1[CH:12]=[CH:11][CH:10]=[CH:9][C:8]=1[F:13])[CH3:2].[H-].[Na+].[CH3:19]I. Product: [CH2:1]([O:3][CH:4]([O:14][CH2:15][CH3:16])[CH2:5][N:6]([CH3:19])[C:7]1[CH:12]=[CH:11][CH:10]=[CH:9][C:8]=1[F:13])[CH3:2]. The catalyst class is: 3. (9) Reactant: [C:1]([N:4]1[C:13]2[C:8](=[CH:9][C:10]([C:14]([O:16][CH2:17][CH3:18])=[O:15])=[CH:11][CH:12]=2)[C@H:7]([NH2:19])[C@@H:6]([CH3:20])[C@@H:5]1[CH:21]1[CH2:23][CH2:22]1)(=[O:3])[CH3:2].Br[C:25]1[S:29][C:28]([C:30]#[N:31])=[CH:27][CH:26]=1.C(=O)([O-])[O-].[Cs+].[Cs+]. Product: [C:1]([N:4]1[C:13]2[C:8](=[CH:9][C:10]([C:14]([O:16][CH2:17][CH3:18])=[O:15])=[CH:11][CH:12]=2)[C@H:7]([NH:19][C:25]2[S:29][C:28]([C:30]#[N:31])=[CH:27][CH:26]=2)[C@@H:6]([CH3:20])[C@@H:5]1[CH:21]1[CH2:22][CH2:23]1)(=[O:3])[CH3:2]. The catalyst class is: 843. (10) Reactant: [CH:1]1[CH:2]=[CH:3][C:4]2[O:12][C:10](=[O:11])[NH:9][C:7](=[O:8])[C:5]=2[CH:6]=1.Br[CH2:14][CH2:15][CH2:16][CH2:17][CH2:18][CH2:19][CH2:20][CH2:21][CH2:22][OH:23].C(=O)([O-])[O-].[Na+].[Na+].C(OCC)(=O)C.CCCCCCC. Product: [OH:23][CH2:22][CH2:21][CH2:20][CH2:19][CH2:18][CH2:17][CH2:16][CH2:15][CH2:14][N:9]1[C:7](=[O:8])[C:5]2[CH:6]=[CH:1][CH:2]=[CH:3][C:4]=2[O:12][C:10]1=[O:11]. The catalyst class is: 80.